Dataset: NCI-60 drug combinations with 297,098 pairs across 59 cell lines. Task: Regression. Given two drug SMILES strings and cell line genomic features, predict the synergy score measuring deviation from expected non-interaction effect. (1) Drug 1: C1=NC2=C(N1)C(=S)N=C(N2)N. Drug 2: C1=NC2=C(N=C(N=C2N1C3C(C(C(O3)CO)O)F)Cl)N. Cell line: HCT-15. Synergy scores: CSS=40.7, Synergy_ZIP=-4.49, Synergy_Bliss=-3.46, Synergy_Loewe=-11.2, Synergy_HSA=-0.212. (2) Drug 1: CC1CCC2CC(C(=CC=CC=CC(CC(C(=O)C(C(C(=CC(C(=O)CC(OC(=O)C3CCCCN3C(=O)C(=O)C1(O2)O)C(C)CC4CCC(C(C4)OC)O)C)C)O)OC)C)C)C)OC. Drug 2: C1CN1C2=NC(=NC(=N2)N3CC3)N4CC4. Cell line: 786-0. Synergy scores: CSS=27.5, Synergy_ZIP=-1.57, Synergy_Bliss=1.23, Synergy_Loewe=-2.89, Synergy_HSA=1.92. (3) Drug 1: CC1=C2C(C(=O)C3(C(CC4C(C3C(C(C2(C)C)(CC1OC(=O)C(C(C5=CC=CC=C5)NC(=O)C6=CC=CC=C6)O)O)OC(=O)C7=CC=CC=C7)(CO4)OC(=O)C)O)C)OC(=O)C. Drug 2: CC(C)(C#N)C1=CC(=CC(=C1)CN2C=NC=N2)C(C)(C)C#N. Cell line: SNB-75. Synergy scores: CSS=-1.49, Synergy_ZIP=-0.656, Synergy_Bliss=-2.44, Synergy_Loewe=-1.83, Synergy_HSA=-2.54. (4) Drug 1: CN(C)N=NC1=C(NC=N1)C(=O)N. Drug 2: CCCCC(=O)OCC(=O)C1(CC(C2=C(C1)C(=C3C(=C2O)C(=O)C4=C(C3=O)C=CC=C4OC)O)OC5CC(C(C(O5)C)O)NC(=O)C(F)(F)F)O. Cell line: K-562. Synergy scores: CSS=11.5, Synergy_ZIP=3.38, Synergy_Bliss=4.91, Synergy_Loewe=3.96, Synergy_HSA=4.93. (5) Drug 1: CC(CN1CC(=O)NC(=O)C1)N2CC(=O)NC(=O)C2. Drug 2: CN(C)N=NC1=C(NC=N1)C(=O)N. Cell line: CCRF-CEM. Synergy scores: CSS=66.9, Synergy_ZIP=-1.47, Synergy_Bliss=-1.95, Synergy_Loewe=-1.43, Synergy_HSA=1.67. (6) Drug 1: C1=C(C(=O)NC(=O)N1)N(CCCl)CCCl. Drug 2: CCCS(=O)(=O)NC1=C(C(=C(C=C1)F)C(=O)C2=CNC3=C2C=C(C=N3)C4=CC=C(C=C4)Cl)F. Cell line: A549. Synergy scores: CSS=38.6, Synergy_ZIP=3.40, Synergy_Bliss=6.62, Synergy_Loewe=-0.273, Synergy_HSA=4.88.